This data is from Catalyst prediction with 721,799 reactions and 888 catalyst types from USPTO. The task is: Predict which catalyst facilitates the given reaction. (1) Reactant: [Cl:1][C:2]1[C:7]([O:8][CH3:9])=[CH:6][C:5]([O:10][CH3:11])=[C:4]([Cl:12])[C:3]=1[C:13]1[CH:14]=[C:15]2[C:20](=[CH:21][CH:22]=1)[N:19]=[C:18]([NH:23][C@@H:24]1[CH2:28][C@@H:27]([C:29](=[O:33])[N:30]([CH3:32])[CH3:31])[CH2:26][C@@H:25]1[NH:34]C(=O)OC(C)(C)C)[N:17]=[CH:16]2.Cl. Product: [NH2:34][C@@H:25]1[C@H:24]([NH:23][C:18]2[N:17]=[CH:16][C:15]3[C:20](=[CH:21][CH:22]=[C:13]([C:3]4[C:4]([Cl:12])=[C:5]([O:10][CH3:11])[CH:6]=[C:7]([O:8][CH3:9])[C:2]=4[Cl:1])[CH:14]=3)[N:19]=2)[CH2:28][C@@H:27]([C:29]([N:30]([CH3:32])[CH3:31])=[O:33])[CH2:26]1. The catalyst class is: 135. (2) Reactant: [NH2:1][CH2:2][C:3]1[CH:4]=[N:5][C:6]([CH2:9][CH2:10][CH:11]2[CH2:16][CH2:15][CH2:14][CH2:13][CH2:12]2)=[CH:7][CH:8]=1.FC(F)(F)C(O)=O.C(OC(C1C(CN)=NC(CCC2CCCCC2)=CC=1)=O)(C)(C)C. Product: [CH:11]1([C:10]#[C:9][C:6]2[CH:7]=[CH:8][C:3]([C:2]#[N:1])=[CH:4][N:5]=2)[CH2:16][CH2:15][CH2:14][CH2:13][CH2:12]1. The catalyst class is: 5.